This data is from Experimentally validated miRNA-target interactions with 360,000+ pairs, plus equal number of negative samples. The task is: Binary Classification. Given a miRNA mature sequence and a target amino acid sequence, predict their likelihood of interaction. (1) The miRNA is mmu-miR-503-5p with sequence UAGCAGCGGGAACAGUACUGCAG. The protein sequence of the target gene is MTKREAEELIEIEIDGTEKAECTEESIVEQTYTPAECVSQAIDINEPIGNLKKLLEPRLQCSLDAHEICLQDIQLDPDRSLFDQGVKTDGTVQLSVQVISYQGMEPKLNILEIVKTAETVEVVIDPDAHHAEAEAHLVEEAQVITLDGTKHITTISDETSEQVTRWAAALEGYRKEQERLGIPYDPIHWSTDQVLHWVVWVMKEFSMTDIDLTTLNISGRELCSLNQEDFFQRVPRGEILWSHLELLRKYVLASQEQQMNEIVTIDQPVQIIPASVPPATPTTIKVINSSAKAAKVQRSP.... Result: 1 (interaction). (2) The protein sequence of the target gene is MGDMKTPDFDDLLAAFDIPDPTSLDAKEAIQTPSEENESPLKPPGICMDESVSLSHSGSAPDVPAVSVIVKNTSRQESFEAEKDHITPSLLHNGFRGSDLPPDPHNCGKFDSTFMNGDSARSFPGKLEPPKSEPLPTFNQFSPISSPEPEDPIKDNGFGIKPKHSDSYFPPPLGCGAVGGPVLEALAKFPVPELHMFDHFCKKEPKPEPLPLGSQQEHEQSGQNTVEPHKDPDATRFFGEALEFNSHPSNSIGESKGLARELGTCSSVPPRQRLKPAHSKLSSCVAALVALQAKRVASVT.... Result: 1 (interaction). The miRNA is hsa-miR-4277 with sequence GCAGUUCUGAGCACAGUACAC. (3) The miRNA is hsa-miR-3202 with sequence UGGAAGGGAGAAGAGCUUUAAU. The protein sequence of the target gene is MAGAGGGNDIQWCFSQVKGAVDDDVAEADIISTVEFNHSGELLATGDKGGRVVIFQQEQENKIQSHSRGEYNVYSTFQSHEPEFDYLKSLEIEEKINKIRWLPQKNAAQFLLSTNDKTIKLWKISERDKRPEGYNLKEEDGRYRDPTTVTTLRVPVFRPMDLMVEASPRRIFANAHTYHINSISINSDYETYLSADDLRINLWHLEITDRSFNIVDIKPANMEELTEVITAAEFHPNSCNTFVYSSSKGTIRLCDMRASALCDRHSKLFEEPEDPSNRSFFSEIISSISDVKFSHSGRYM.... Result: 1 (interaction). (4) The miRNA is hsa-miR-500a-5p with sequence UAAUCCUUGCUACCUGGGUGAGA. The protein sequence of the target gene is MRNSEEQPSGGTTVLQRLLQEQLRYGNPSENRSLLAIHQQATGNGPPFPSGSGNPGPQSDVLSPQDHHQQLVAHAARQEPQGQEIQSENLIMEKQLSPRMQNNEELPTYEEAKVQSQYFRGQQHASVGAAFYVTGVTNQKMRTEGRPSVQRLNPGKMHQDEGLRDLKQGHVRSLSERLMQMSLATSGVKAHPPVTSAPLSPPQPNDLYKNPTSSSEFYKAQGPLPNQHSLKGMEHRGPPPEYPFKGMPPQSVVCKPQEPGHFYSEHRLNQPGRTEGQLMRYQHPPEYGAARPAQDISLPL.... Result: 1 (interaction). (5) The miRNA is bta-miR-154a with sequence UAGGUUAUCCGUGUAGCCUUCG. The protein sequence of the target gene is MMLLILFLVIICSHISVNQDSGPEYADVVFLVDSSDRLGSKSFPFVKMFITKMISSLPIEADKYRVALAQYSDKLHSEFHLSTFKGRSPMLNHLRKNFGFIGGSLQIGKALQEAHRTYFSAPANGRDKKQFPPILVVLASSESEDNVEEASKALRKDGVKIISVGVQKASEENLKAMATSQFHFNLRTVRDLSMFSQNMTHIIKDVIKYKEGAVDDIFVEACQGPSMADVVFLLDMSINGSEENFDYLKGFLEESVSALDIKENCMRVGLVAYSNETKVINSLSMGINKSEVLQHIQNLS.... Result: 0 (no interaction). (6) The miRNA is hsa-miR-4659a-3p with sequence UUUCUUCUUAGACAUGGCAACG. The protein sequence of the target gene is MTHEEHHAAKTLGIGKAIAVLTSGGDAQGMNAAVRAVVRVGIFTGARVFFVHEGYQGLVDGGDHIKEATWESVSMMLQLGGTVIGSARCKDFREREGRLRAAYNLVKRGITNLCVIGGDGSLTGADTFRSEWSDLLSDLQKAGKITDEEATKSSYLNIVGLVGSIDNDFCGTDMTIGTDSALHRIMEIVDAITTTAQSHQRTFVLEVMGRHCGYLALVTSLSCGADWVFIPECPPDDDWEEHLCRRLSETRTRGSRLNIIIVAEGAIDKNGKPITSEDIKNLVVKRLGYDTRVTVLGHVQ.... Result: 0 (no interaction). (7) The miRNA is hsa-miR-711 with sequence GGGACCCAGGGAGAGACGUAAG. The protein sequence of the target gene is METGAAELYDQALLGILQHVGNVQDFLRVLFGFLYRKTDFYRLLRHPSDRMGFPPGAAQALVLQVFKTFDHMARQDDEKRRQELEEKIRRKEEEEAKTVSAAAAEKEPVPVPVQEIEIDSTTELDGHQEVEKVQPPGPVKEMAHGSQEAEAPGAVAGAAEVPREPPILPRIQEQFQKNPDSYNGAVRENYTWSQDYTDLEVRVPVPKHVVKGKQVSVALSSSSIRVAMLEENGERVLMEGKLTHKINTESSLWSLEPGKCVLVNLSKVGEYWWNAILEGEEPIDIDKINKERSMATVDEE.... Result: 0 (no interaction).